From a dataset of Blood-brain barrier penetration binary classification data from Martins et al.. Regression/Classification. Given a drug SMILES string, predict its absorption, distribution, metabolism, or excretion properties. Task type varies by dataset: regression for continuous measurements (e.g., permeability, clearance, half-life) or binary classification for categorical outcomes (e.g., BBB penetration, CYP inhibition). Dataset: bbb_martins. (1) The drug is CC(CN1CCN(CCOCCO)CC1)CN1c2ccccc2Sc2ccccc21. The result is 1 (penetrates BBB). (2) The drug is N#CCCN1C(=O)C(O)N=C(c2ccccc2F)c2cc(Cl)ccc21. The result is 1 (penetrates BBB). (3) The drug is CC(=O)[C@@]1(O)CC[C@H]2[C@@H]3C[C@H](C)C4=CC(=O)C=C[C@]4(C)[C@@]3(F)[C@@H](O)C[C@@]21C. The result is 1 (penetrates BBB). (4) The drug is CN(C)CC/C=C1/c2ccccc2Sc2ccc(Cl)cc21. The result is 1 (penetrates BBB).